The task is: Regression. Given a peptide amino acid sequence and an MHC pseudo amino acid sequence, predict their binding affinity value. This is MHC class I binding data.. This data is from Peptide-MHC class I binding affinity with 185,985 pairs from IEDB/IMGT. (1) The peptide sequence is MIIMLIPTV. The MHC is HLA-A02:17 with pseudo-sequence HLA-A02:17. The binding affinity (normalized) is 1.00. (2) The peptide sequence is FMALVAFLRF. The MHC is HLA-B15:01 with pseudo-sequence HLA-B15:01. The binding affinity (normalized) is 0.497. (3) The peptide sequence is WKFDSRLAL. The MHC is HLA-B58:01 with pseudo-sequence HLA-B58:01. The binding affinity (normalized) is 0. (4) The peptide sequence is FTTTLFLHL. The MHC is H-2-Kb with pseudo-sequence H-2-Kb. The binding affinity (normalized) is 0.369. (5) The peptide sequence is SQDLACIFDA. The MHC is HLA-A68:01 with pseudo-sequence HLA-A68:01. The binding affinity (normalized) is 0.149. (6) The peptide sequence is LMANLAPHLL. The MHC is HLA-A02:03 with pseudo-sequence HLA-A02:03. The binding affinity (normalized) is 0.965. (7) The peptide sequence is KPKFCLIDGM. The MHC is HLA-B07:02 with pseudo-sequence HLA-B07:02. The binding affinity (normalized) is 0.595. (8) The peptide sequence is RLLPLLALL. The MHC is HLA-A02:01 with pseudo-sequence HLA-A02:01. The binding affinity (normalized) is 0.373. (9) The peptide sequence is SVFEGIRAY. The MHC is HLA-C04:01 with pseudo-sequence HLA-C04:01. The binding affinity (normalized) is 0.213. (10) The peptide sequence is ILKGKFQTA. The MHC is HLA-B46:01 with pseudo-sequence HLA-B46:01. The binding affinity (normalized) is 0.0847.